This data is from Full USPTO retrosynthesis dataset with 1.9M reactions from patents (1976-2016). The task is: Predict the reactants needed to synthesize the given product. (1) The reactants are: C([N:8]1[C@@H:13]2[C@@H:14]([O:16][CH3:17])[CH2:15][C@@:9]1([C:34]1[CH:39]=[CH:38][CH:37]=[CH:36][CH:35]=1)[C@H:10]([O:18][CH2:19][C:20]1[CH:25]=[C:24]([C:26]([F:29])([F:28])[F:27])[CH:23]=[C:22]([C:30]([F:33])([F:32])[F:31])[CH:21]=1)[CH2:11][CH2:12]2)C1C=CC=CC=1. Given the product [F:29][C:26]([F:27])([F:28])[C:24]1[CH:25]=[C:20]([CH2:19][O:18][C@@H:10]2[CH2:11][CH2:12][C@@H:13]3[NH:8][C@@:9]2([C:34]2[CH:39]=[CH:38][CH:37]=[CH:36][CH:35]=2)[CH2:15][C@@H:14]3[O:16][CH3:17])[CH:21]=[C:22]([C:30]([F:31])([F:32])[F:33])[CH:23]=1, predict the reactants needed to synthesize it. (2) Given the product [Cl:9][C:10]1[CH:11]=[C:12]([CH:15]=[C:16]([Cl:18])[CH:17]=1)[CH:13]=[N:2][OH:3], predict the reactants needed to synthesize it. The reactants are: Cl.[NH2:2][OH:3].C([O-])(=O)C.[Na+].[Cl:9][C:10]1[CH:11]=[C:12]([CH:15]=[C:16]([Cl:18])[CH:17]=1)[CH:13]=O. (3) Given the product [OH:7][C:4]([CH3:6])([CH3:5])[CH2:3][C:2](=[N:1][OH:15])[CH3:8], predict the reactants needed to synthesize it. The reactants are: [NH2:1][CH:2]([CH3:8])[CH2:3][C:4]([OH:7])([CH3:6])[CH3:5].CN1C(=[O:15])CCC1.O.Cl.